From a dataset of Forward reaction prediction with 1.9M reactions from USPTO patents (1976-2016). Predict the product of the given reaction. (1) Given the reactants [O:1]1[CH2:6][CH2:5][CH2:4][CH2:3][CH:2]1[O:7][CH:8]1[CH2:11][CH:10]([CH2:12][CH2:13][OH:14])[CH2:9]1.C1(P(C2C=CC=CC=2)C2C=CC=CC=2)C=CC=CC=1.[Br:34][C:35]1[CH:40]=[CH:39][C:38](O)=[CH:37][CH:36]=1.CCOC(/N=N/C(OCC)=O)=O, predict the reaction product. The product is: [Br:34][C:35]1[CH:40]=[CH:39][C:38]([O:14][CH2:13][CH2:12][CH:10]2[CH2:9][CH:8]([O:7][CH:2]3[CH2:3][CH2:4][CH2:5][CH2:6][O:1]3)[CH2:11]2)=[CH:37][CH:36]=1. (2) Given the reactants C([O:3][C:4]([C:6]1[NH:7][C:8]2[C:13]([CH:14]=1)=[CH:12][CH:11]=[CH:10][CH:9]=2)=[O:5])C.Cl[CH2:16][C:17]1[C:26]2[C:21](=[CH:22][C:23]([O:29][CH3:30])=[C:24]([O:27][CH3:28])[CH:25]=2)[CH:20]=[CH:19][CH:18]=1, predict the reaction product. The product is: [CH3:30][O:29][C:23]1[CH:22]=[C:21]2[C:26](=[CH:25][C:24]=1[O:27][CH3:28])[C:17]([CH2:16][N:7]1[C:8]3[C:13](=[CH:12][CH:11]=[CH:10][CH:9]=3)[CH:14]=[C:6]1[C:4]([OH:3])=[O:5])=[CH:18][CH:19]=[CH:20]2. (3) Given the reactants [H-].[H-].[H-].[H-].[Li+].[Al+3].[OH:7][C@@H:8]([C:12]1[O:13][C:14]([O:17][CH2:18][CH:19]([CH2:23][CH2:24][CH3:25])[CH2:20][CH2:21][CH3:22])=[CH:15][CH:16]=1)[CH2:9][C:10]#[N:11].N.CO.C(Cl)Cl, predict the reaction product. The product is: [NH2:11][CH2:10][CH2:9][C@H:8]([C:12]1[O:13][C:14]([O:17][CH2:18][CH:19]([CH2:23][CH2:24][CH3:25])[CH2:20][CH2:21][CH3:22])=[CH:15][CH:16]=1)[OH:7]. (4) Given the reactants [CH3:1][O:2][CH2:3][CH2:4][CH2:5][C:6]1[C:11]2[C:12]([CH3:41])=[C:13]([CH2:15][O:16][C:17]3[CH:22]=[CH:21][C:20]([C:23]4[CH:28]=[CH:27][C:26]([S:29]([NH:32][C@H:33]([C:37]([O:39]C)=[O:38])[CH:34]([CH3:36])[CH3:35])(=[O:31])=[O:30])=[CH:25][CH:24]=4)=[CH:19][CH:18]=3)[O:14][C:10]=2[CH:9]=[CH:8][CH:7]=1.[OH-].[Li+].Cl.C(OCC)(=O)C, predict the reaction product. The product is: [CH3:1][O:2][CH2:3][CH2:4][CH2:5][C:6]1[C:11]2[C:12]([CH3:41])=[C:13]([CH2:15][O:16][C:17]3[CH:22]=[CH:21][C:20]([C:23]4[CH:28]=[CH:27][C:26]([S:29]([NH:32][C@H:33]([C:37]([OH:39])=[O:38])[CH:34]([CH3:36])[CH3:35])(=[O:31])=[O:30])=[CH:25][CH:24]=4)=[CH:19][CH:18]=3)[O:14][C:10]=2[CH:9]=[CH:8][CH:7]=1. (5) Given the reactants [Cl-].[NH4+].[C:3]([SiH2:7][O:8][C:9]([CH3:26])([CH3:25])[C:10]1[N:11]=[CH:12][N:13]([C:15]2[CH:20]=[CH:19][C:18]([N+:21]([O-])=O)=[CH:17][C:16]=2[F:24])[CH:14]=1)([CH3:6])([CH3:5])[CH3:4].C(O)C, predict the reaction product. The product is: [C:3]([SiH2:7][O:8][C:9]([CH3:26])([CH3:25])[C:10]1[N:11]=[CH:12][N:13]([C:15]2[CH:20]=[CH:19][C:18]([NH2:21])=[CH:17][C:16]=2[F:24])[CH:14]=1)([CH3:6])([CH3:4])[CH3:5]. (6) Given the reactants C([N:4]([C:15](=[O:17])[CH3:16])[C:5]1[NH:6][C:7](=[O:14])[C:8]2[NH:9][CH:10]=[N:11][C:12]=2[N:13]=1)(=O)C.C(O[CH2:22][O:23][CH:24]([CH2:30][O:31][C:32](=[O:34])[CH3:33])[CH2:25][O:26][C:27](=[O:29])[CH3:28])(=O)C.O.C1(C)C=CC(S(O)(=O)=O)=CC=1, predict the reaction product. The product is: [C:15]([NH:4][C:5]1[NH:6][C:7](=[O:14])[C:8]2[N:9]([CH2:22][O:23][CH:24]([CH2:25][O:26][C:27](=[O:29])[CH3:28])[CH2:30][O:31][C:32](=[O:34])[CH3:33])[CH:10]=[N:11][C:12]=2[N:13]=1)(=[O:17])[CH3:16]. (7) Given the reactants [F:1][C:2]([F:21])([F:20])[C:3]1[N:8]=[CH:7][C:6]([CH2:9][CH2:10][N:11]([C:13]2[CH:18]=[CH:17][C:16]([CH3:19])=[CH:15][CH:14]=2)N)=[CH:5][CH:4]=1.CO[CH:24](OC)[CH2:25][CH2:26][CH2:27][NH:28][CH3:29], predict the reaction product. The product is: [F:1][C:2]([F:21])([F:20])[C:3]1[N:8]=[CH:7][C:6]([CH2:9][CH2:10][N:11]2[C:13]3[C:18](=[CH:17][C:16]([CH3:19])=[CH:15][CH:14]=3)[C:25]([CH2:26][CH2:27][NH:28][CH3:29])=[CH:24]2)=[CH:5][CH:4]=1. (8) Given the reactants Cl.[NH2:2][C:3]1[C:4]([OH:19])=[C:5]([C:10]2[CH:15]=[CH:14][CH:13]=[C:12]([C:16]([OH:18])=[O:17])[CH:11]=2)[CH:6]=[C:7]([CH3:9])[CH:8]=1.[N:20]([O-])=O.[Na+].[CH2:24]1[C:32]2[C:27](=[CH:28][C:29]([N:33]3[C:37](=[O:38])[CH2:36][C:35]([CH3:39])=[N:34]3)=[CH:30][CH:31]=2)[CH2:26][CH2:25]1.C(=O)(O)[O-].[Na+], predict the reaction product. The product is: [OH:19][C:4]1[C:3]([NH:2][N:20]=[C:36]2[C:37](=[O:38])[N:33]([C:29]3[CH:28]=[C:27]4[C:32](=[CH:31][CH:30]=3)[CH2:24][CH2:25][CH2:26]4)[N:34]=[C:35]2[CH3:39])=[CH:8][C:7]([CH3:9])=[CH:6][C:5]=1[C:10]1[CH:15]=[CH:14][CH:13]=[C:12]([C:16]([OH:18])=[O:17])[CH:11]=1.